This data is from Peptide-MHC class I binding affinity with 185,985 pairs from IEDB/IMGT. The task is: Regression. Given a peptide amino acid sequence and an MHC pseudo amino acid sequence, predict their binding affinity value. This is MHC class I binding data. The peptide sequence is RTFGKLPYR. The MHC is HLA-A26:02 with pseudo-sequence HLA-A26:02. The binding affinity (normalized) is 0.0847.